From a dataset of Forward reaction prediction with 1.9M reactions from USPTO patents (1976-2016). Predict the product of the given reaction. (1) Given the reactants C(O)(C)C.FC(F)(F)C([NH:9][CH:10]([C:15]1[CH:24]=[CH:23][C:22]2[C:17](=[CH:18][CH:19]=[CH:20][CH:21]=2)[CH:16]=1)[C:11]([CH3:14])([OH:13])[CH3:12])=O.[OH-].[K+], predict the reaction product. The product is: [NH2:9][CH:10]([C:15]1[CH:24]=[CH:23][C:22]2[C:17](=[CH:18][CH:19]=[CH:20][CH:21]=2)[CH:16]=1)[C:11]([CH3:14])([OH:13])[CH3:12]. (2) The product is: [Cl:8][C:5]1[CH:6]=[CH:7][C:2]([C@H:34]2[C@H:33]([OH:32])[C@@H:38]([OH:39])[C@H:37]([OH:44])[C@@H:36]([CH2:49][OH:50])[O:35]2)=[CH:3][C:4]=1[CH2:9][C:10]1[CH:15]=[CH:14][C:13]([O:16][CH2:17][CH2:18][O:19][CH:20]2[CH2:24][CH2:23][CH2:22][CH2:21]2)=[CH:12][CH:11]=1. Given the reactants Br[C:2]1[CH:7]=[CH:6][C:5]([Cl:8])=[C:4]([CH2:9][C:10]2[CH:15]=[CH:14][C:13]([O:16][CH2:17][CH2:18][O:19][CH:20]3[CH2:24][CH2:23][CH2:22][CH2:21]3)=[CH:12][CH:11]=2)[CH:3]=1.[Li]CCCC.C[Si](C)(C)[O:32][C@@H:33]1[C@@H:38]([O:39][Si](C)(C)C)[C@H:37]([O:44][Si](C)(C)C)[C@@H:36]([CH2:49][O:50][Si](C)(C)C)[O:35][C:34]1=O, predict the reaction product. (3) The product is: [CH2:1]([O:8][C:9](=[O:18])[NH:10][CH2:11][CH:12]1[CH2:13][CH2:14][N:15]([CH2:20][C:21]2([OH:19])[CH2:26][CH2:25][O:24][CH2:23][CH2:22]2)[CH2:16][CH2:17]1)[C:2]1[CH:7]=[CH:6][CH:5]=[CH:4][CH:3]=1. Given the reactants [CH2:1]([O:8][C:9](=[O:18])[NH:10][CH2:11][CH:12]1[CH2:17][CH2:16][NH:15][CH2:14][CH2:13]1)[C:2]1[CH:7]=[CH:6][CH:5]=[CH:4][CH:3]=1.[O:19]1[C:21]2([CH2:26][CH2:25][O:24][CH2:23][CH2:22]2)[CH2:20]1, predict the reaction product. (4) Given the reactants Br[C:2]1[CH:3]=[C:4]2[C:9](=[CH:10][CH:11]=1)[C:8]([N:12]1[CH2:17][CH2:16][NH:15][C:14](=[O:18])[CH2:13]1)=[N:7][N:6]=[CH:5]2.[CH:19]1([NH:22][C:23](=[O:40])[C:24]2[CH:29]=[CH:28][C:27]([CH3:30])=[C:26](B3OC(C)(C)C(C)(C)O3)[CH:25]=2)[CH2:21][CH2:20]1.C(=O)([O-])[O-].[K+].[K+], predict the reaction product. The product is: [CH:19]1([NH:22][C:23](=[O:40])[C:24]2[CH:29]=[CH:28][C:27]([CH3:30])=[C:26]([C:2]3[CH:3]=[C:4]4[C:9](=[CH:10][CH:11]=3)[C:8]([N:12]3[CH2:17][CH2:16][NH:15][C:14](=[O:18])[CH2:13]3)=[N:7][N:6]=[CH:5]4)[CH:25]=2)[CH2:20][CH2:21]1.